This data is from Merck oncology drug combination screen with 23,052 pairs across 39 cell lines. The task is: Regression. Given two drug SMILES strings and cell line genomic features, predict the synergy score measuring deviation from expected non-interaction effect. (1) Drug 1: CCc1c2c(nc3ccc(O)cc13)-c1cc3c(c(=O)n1C2)COC(=O)C3(O)CC. Drug 2: CNC(=O)c1cc(Oc2ccc(NC(=O)Nc3ccc(Cl)c(C(F)(F)F)c3)cc2)ccn1. Cell line: MSTO. Synergy scores: synergy=-11.9. (2) Drug 1: NC1CCCCC1N.O=C(O)C(=O)O.[Pt+2]. Drug 2: Cn1cc(-c2cnn3c(N)c(Br)c(C4CCCNC4)nc23)cn1. Cell line: A2780. Synergy scores: synergy=3.35. (3) Drug 2: C=CCn1c(=O)c2cnc(Nc3ccc(N4CCN(C)CC4)cc3)nc2n1-c1cccc(C(C)(C)O)n1. Synergy scores: synergy=8.71. Cell line: SKOV3. Drug 1: CN(Cc1cnc2nc(N)nc(N)c2n1)c1ccc(C(=O)NC(CCC(=O)O)C(=O)O)cc1. (4) Drug 1: CCC1(O)CC2CN(CCc3c([nH]c4ccccc34)C(C(=O)OC)(c3cc4c(cc3OC)N(C)C3C(O)(C(=O)OC)C(OC(C)=O)C5(CC)C=CCN6CCC43C65)C2)C1. Drug 2: O=C(CCCCCCC(=O)Nc1ccccc1)NO. Cell line: COLO320DM. Synergy scores: synergy=16.0. (5) Drug 1: O=S1(=O)NC2(CN1CC(F)(F)F)C1CCC2Cc2cc(C=CCN3CCC(C(F)(F)F)CC3)ccc2C1. Drug 2: CN(C)C(=N)N=C(N)N. Cell line: COLO320DM. Synergy scores: synergy=9.74. (6) Drug 1: CCN(CC)CCNC(=O)c1c(C)[nH]c(C=C2C(=O)Nc3ccc(F)cc32)c1C. Drug 2: COC1CC2CCC(C)C(O)(O2)C(=O)C(=O)N2CCCCC2C(=O)OC(C(C)CC2CCC(OP(C)(C)=O)C(OC)C2)CC(=O)C(C)C=C(C)C(O)C(OC)C(=O)C(C)CC(C)C=CC=CC=C1C. Cell line: A2780. Synergy scores: synergy=20.4. (7) Drug 1: Nc1ccn(C2OC(CO)C(O)C2(F)F)c(=O)n1. Drug 2: COC1=C2CC(C)CC(OC)C(O)C(C)C=C(C)C(OC(N)=O)C(OC)C=CC=C(C)C(=O)NC(=CC1=O)C2=O. Cell line: UACC62. Synergy scores: synergy=-8.50.